This data is from Peptide-MHC class I binding affinity with 185,985 pairs from IEDB/IMGT. The task is: Regression. Given a peptide amino acid sequence and an MHC pseudo amino acid sequence, predict their binding affinity value. This is MHC class I binding data. (1) The peptide sequence is RARGETYGR. The MHC is Mamu-B08 with pseudo-sequence Mamu-B08. The binding affinity (normalized) is 0.106. (2) The peptide sequence is TTFHQTLQD. The MHC is HLA-A03:01 with pseudo-sequence HLA-A03:01. The binding affinity (normalized) is 0. (3) The peptide sequence is FRISGRGGK. The MHC is HLA-B35:01 with pseudo-sequence HLA-B35:01. The binding affinity (normalized) is 0.0847. (4) The peptide sequence is PTAGILKRW. The MHC is HLA-B57:01 with pseudo-sequence HLA-B57:01. The binding affinity (normalized) is 0.510.